From a dataset of Full USPTO retrosynthesis dataset with 1.9M reactions from patents (1976-2016). Predict the reactants needed to synthesize the given product. (1) Given the product [CH:15]([CH2:1][C:2]1[C:3]([N+:12]([O-:14])=[O:13])=[C:4]([CH:9]=[CH:10][CH:11]=1)[C:5]([O:7][CH3:8])=[O:6])=[O:16], predict the reactants needed to synthesize it. The reactants are: [CH3:1][C:2]1[C:3]([N+:12]([O-:14])=[O:13])=[C:4]([CH:9]=[CH:10][CH:11]=1)[C:5]([O:7][CH3:8])=[O:6].[CH3:15][O:16]C(OC)N(C)C.Cl. (2) The reactants are: [C:1]([C:3]1[C:4]([CH3:41])=[C:5]([C@@H:10]2[CH2:15][N:14]3[CH2:16][CH2:17][N:18]([CH2:20][C@H:21]([OH:33])[C:22]4[C:23]([CH3:32])=[C:24]5[C:28](=[CH:29][CH:30]=4)[C:27](=[O:31])[O:26][CH2:25]5)[CH2:19][C@H:13]3[CH2:12][N:11]2C(OC(C)(C)C)=O)[CH:6]=[CH:7][C:8]=1[F:9])#[N:2].FC(F)(F)C(O)=O. Given the product [F:9][C:8]1[C:3]([C:1]#[N:2])=[C:4]([CH3:41])[C:5]([C@@H:10]2[CH2:15][N:14]3[CH2:16][CH2:17][N:18]([CH2:20][C@H:21]([OH:33])[C:22]4[C:23]([CH3:32])=[C:24]5[C:28](=[CH:29][CH:30]=4)[C:27](=[O:31])[O:26][CH2:25]5)[CH2:19][C@H:13]3[CH2:12][NH:11]2)=[CH:6][CH:7]=1, predict the reactants needed to synthesize it. (3) Given the product [CH3:1][O:2][C:3]1[N:4]=[C:5]([O:36][CH3:37])[C:6]2[C:11]([C:12]3[CH:13]=[CH:14][CH:15]=[CH:16][CH:17]=3)=[C:10]([C:18]3[CH:23]=[CH:22][C:21]([C:24]4([NH2:28])[CH2:27][CH2:26][CH2:25]4)=[CH:20][CH:19]=3)[O:9][C:7]=2[N:8]=1, predict the reactants needed to synthesize it. The reactants are: [CH3:1][O:2][C:3]1[N:4]=[C:5]([O:36][CH3:37])[C:6]2[C:11]([C:12]3[CH:17]=[CH:16][CH:15]=[CH:14][CH:13]=3)=[C:10]([C:18]3[CH:23]=[CH:22][C:21]([C:24]4([NH:28]C(=O)OC(C)(C)C)[CH2:27][CH2:26][CH2:25]4)=[CH:20][CH:19]=3)[O:9][C:7]=2[N:8]=1.C(O)(C(F)(F)F)=O.